Dataset: Catalyst prediction with 721,799 reactions and 888 catalyst types from USPTO. Task: Predict which catalyst facilitates the given reaction. (1) Reactant: [O:1]=[C:2]([CH3:8])[C:3]([O:5][CH2:6][CH3:7])=[O:4].[CH3:9][C:10]([CH3:15])([CH2:13]O)[CH2:11][OH:12].B(F)(F)F.CCOCC. Product: [CH3:8][C:2]1([C:3]([O:5][CH2:6][CH3:7])=[O:4])[O:12][CH2:11][C:10]([CH3:15])([CH3:13])[CH2:9][O:1]1. The catalyst class is: 10. (2) Reactant: [CH:1]1[C:10]2[C:5](=[CH:6][C:7]([CH2:11][N:12]([C:20]3[CH:25]=[C:24]([CH3:26])[CH:23]=[C:22]([CH3:27])[N:21]=3)C(=O)OC(C)(C)C)=[CH:8][CH:9]=2)[CH:4]=[CH:3][C:2]=1[CH2:28][N:29]([C:37]1[CH:42]=[C:41]([CH3:43])[CH:40]=[C:39]([CH3:44])[N:38]=1)C(=O)OC(C)(C)C.FC(F)(F)C(O)=O. Product: [CH:1]1[C:10]2[C:5](=[CH:6][C:7]([CH2:11][NH:12][C:20]3[CH:25]=[C:24]([CH3:26])[CH:23]=[C:22]([CH3:27])[N:21]=3)=[CH:8][CH:9]=2)[CH:4]=[CH:3][C:2]=1[CH2:28][NH:29][C:37]1[CH:42]=[C:41]([CH3:43])[CH:40]=[C:39]([CH3:44])[N:38]=1. The catalyst class is: 2. (3) Reactant: Cl.[Cl:2][C:3]1[CH:4]=[C:5]([C:10]23[CH:15]([CH:16]=[N:17][O:18][CH2:19][CH3:20])[CH:14]2[CH2:13][N:12](C(OC(C)(C)C)=O)[CH2:11]3)[CH:6]=[CH:7][C:8]=1[Cl:9].CCCCCC. Product: [ClH:2].[CH2:19]([O:18][N:17]=[CH:16][CH:15]1[C:10]2([C:5]3[CH:6]=[CH:7][C:8]([Cl:9])=[C:3]([Cl:2])[CH:4]=3)[CH:14]1[CH2:13][NH:12][CH2:11]2)[CH3:20]. The catalyst class is: 2. (4) Reactant: [CH2:1]([O:8][C:9](=[O:22])[NH:10][C:11]12[CH2:20][CH:15]3[CH2:16][CH:17]([CH2:19][CH:13]([C:14]3=[S:21])[CH2:12]1)[CH2:18]2)[C:2]1[CH:7]=[CH:6][CH:5]=[CH:4][CH:3]=1.[BH4-].[Na+]. Product: [CH2:1]([O:8][C:9](=[O:22])[NH:10][C:11]12[CH2:12][CH:13]3[CH2:19][CH:17]([CH2:16][CH:15]([CH:14]3[SH:21])[CH2:20]1)[CH2:18]2)[C:2]1[CH:3]=[CH:4][CH:5]=[CH:6][CH:7]=1. The catalyst class is: 5. (5) Reactant: C(OC([NH:8][C@@H:9]1[C:25]2[CH:26]=[C:21]([CH:22]=[CH:23][N:24]=2)[N:20]2[C:16](=[CH:17][C:18]([C:27]([O:29][CH2:30][CH3:31])=[O:28])=[N:19]2)[NH:15][C:14](=[O:32])[CH:13]([CH3:33])[CH2:12][CH2:11][CH2:10]1)=O)(C)(C)C.[ClH:34].O1CCOCC1. Product: [ClH:34].[ClH:34].[NH2:8][C@@H:9]1[C:25]2[CH:26]=[C:21]([CH:22]=[CH:23][N:24]=2)[N:20]2[C:16](=[CH:17][C:18]([C:27]([O:29][CH2:30][CH3:31])=[O:28])=[N:19]2)[NH:15][C:14](=[O:32])[C@H:13]([CH3:33])[CH2:12][CH2:11][CH2:10]1. The catalyst class is: 5.